Dataset: Retrosynthesis with 50K atom-mapped reactions and 10 reaction types from USPTO. Task: Predict the reactants needed to synthesize the given product. (1) Given the product C=CCOc1cc(C(O)CS(C)(=O)=O)cc(OCC=C)c1NC(C)=O, predict the reactants needed to synthesize it. The reactants are: C=CCOc1cc(C(=O)CS(C)(=O)=O)cc(OCC=C)c1NC(C)=O. (2) The reactants are: CN1C(=O)N(c2cnccn2)CC1C(=O)O.NCc1cccc(C(F)(F)F)c1Cl. Given the product CN1C(=O)N(c2cnccn2)CC1C(=O)NCc1cccc(C(F)(F)F)c1Cl, predict the reactants needed to synthesize it. (3) Given the product CC(C)(C)OC(=O)N(CCc1ccc(N)cc1Cl)CC1CCCCC1, predict the reactants needed to synthesize it. The reactants are: CC(C)(C)OC(=O)N(CCc1ccc([N+](=O)[O-])cc1Cl)CC1CCCCC1. (4) Given the product NC(CCO)c1cccc(NC(=O)c2cc(C3CC3)n[nH]2)c1, predict the reactants needed to synthesize it. The reactants are: CC(C)(C)OC(=O)NC(CCO)c1cccc(NC(=O)c2cc(C3CC3)n[nH]2)c1. (5) Given the product CCCCS(=O)(=O)NCCOc1ccc2c(c1)C(C1(c3ccc(Cl)cc3)CCC1)N(C(=O)NCC)CC2, predict the reactants needed to synthesize it. The reactants are: CCCCS(=O)(=O)NCCOc1ccc2c(c1)C(C1(c3ccc(Cl)cc3)CCC1)NCC2.CCN=C=O. (6) Given the product COC(=O)COc1cccc2c1OCC(=O)N2CC(=O)NC(c1ccccc1)c1ccccc1, predict the reactants needed to synthesize it. The reactants are: COC(=O)CBr.O=C(CN1C(=O)COc2c(O)cccc21)NC(c1ccccc1)c1ccccc1. (7) Given the product C[C@H]1COCCN1c1cc(CS(=O)(=O)C2CCCCC2)nc(-c2ccc(NC(=O)Oc3ccccc3)cc2)n1, predict the reactants needed to synthesize it. The reactants are: C[C@H]1COCCN1c1cc(CS(=O)(=O)C2CCCCC2)nc(-c2ccc(N)cc2)n1.O=C(Cl)Oc1ccccc1.